This data is from Catalyst prediction with 721,799 reactions and 888 catalyst types from USPTO. The task is: Predict which catalyst facilitates the given reaction. (1) The catalyst class is: 8. Reactant: [Br-].OCCCCCCCCCC[N+](CCC)(CCC)CCC.[CH2:23]([N:27]([CH2:32][CH2:33][CH2:34][CH3:35])[CH2:28][CH2:29][CH2:30][CH3:31])[CH2:24][CH2:25][CH3:26].[Br:36][CH2:37][CH2:38][CH2:39][CH2:40][CH2:41][CH2:42][CH2:43][CH2:44][CH2:45][CH2:46][OH:47]. Product: [Br-:36].[OH:47][CH2:46][CH2:45][CH2:44][CH2:43][CH2:42][CH2:41][CH2:40][CH2:39][CH2:38][CH2:37][N+:27]([CH2:28][CH2:29][CH2:30][CH3:31])([CH2:32][CH2:33][CH2:34][CH3:35])[CH2:23][CH2:24][CH2:25][CH3:26]. (2) Product: [C:25]([N:12]1[C@H:8]([CH2:7][C:4]2[CH:3]=[CH:2][C:1]([C:14]3[CH:15]=[CH:16][CH:17]=[CH:18][CH:19]=3)=[CH:6][CH:5]=2)[CH2:9][CH2:10][C:11]1=[O:13])(=[O:27])[CH3:26]. The catalyst class is: 1. Reactant: [C:1]1([C:14]2[CH:19]=[CH:18][CH:17]=[CH:16][CH:15]=2)[CH:6]=[CH:5][C:4]([CH2:7][C@H:8]2[NH:12][C:11](=[O:13])[CH2:10][CH2:9]2)=[CH:3][CH:2]=1.C([Li])CCC.[C:25](Cl)(=[O:27])[CH3:26]. (3) The catalyst class is: 309. Product: [N:24]1[CH:25]=[CH:26][CH:27]=[C:22]([NH:21][C:15](=[O:17])[CH2:14][N:7]2[C:8]3[C:13](=[CH:12][CH:11]=[CH:10][CH:9]=3)[C:5]3([C:4](=[O:20])[NH:3][C:2](=[O:1])[NH:19]3)[C:6]2=[O:18])[CH:23]=1. Reactant: [O:1]=[C:2]1[NH:19][C:5]2([C:13]3[C:8](=[CH:9][CH:10]=[CH:11][CH:12]=3)[N:7]([CH2:14][C:15]([OH:17])=O)[C:6]2=[O:18])[C:4](=[O:20])[NH:3]1.[NH2:21][C:22]1[CH:23]=[N:24][CH:25]=[CH:26][CH:27]=1.C(N(CC)CC)C.C(O)(C(F)(F)F)=O. (4) Reactant: [O:1]1[C:6]2[CH:7]=[CH:8][C:9]([CH2:11][NH:12][CH:13]3[CH2:18][CH2:17][N:16]([CH2:19][CH2:20][N:21]4[C:30]5[C:25](=[C:26]([O:31][CH2:32][C:33]([NH:35][CH3:36])=[O:34])[CH:27]=[CH:28][CH:29]=5)[CH:24]=[CH:23][C:22]4=[O:37])[CH2:15][CH2:14]3)=[CH:10][C:5]=2[O:4][CH2:3][CH2:2]1.[ClH:38].C(OCC)(=O)C. Product: [ClH:38].[O:1]1[C:6]2[CH:7]=[CH:8][C:9]([CH2:11][NH:12][CH:13]3[CH2:14][CH2:15][N:16]([CH2:19][CH2:20][N:21]4[C:30]5[C:25](=[C:26]([O:31][CH2:32][C:33]([NH:35][CH3:36])=[O:34])[CH:27]=[CH:28][CH:29]=5)[CH:24]=[CH:23][C:22]4=[O:37])[CH2:17][CH2:18]3)=[CH:10][C:5]=2[O:4][CH2:3][CH2:2]1. The catalyst class is: 13. (5) Reactant: [CH3:1][C:2]1([CH3:10])[C:6]([CH3:8])([CH3:7])[CH2:5][C:4](=[O:9])[CH2:3]1.[Li+].C[Si]([N-][Si](C)(C)C)(C)C.C1C=CC(N([S:28]([C:31]([F:34])([F:33])[F:32])(=[O:30])=[O:29])[S:28]([C:31]([F:34])([F:33])[F:32])(=[O:30])=[O:29])=CC=1.Cl. Product: [CH3:1][C:2]1([CH3:10])[C:6]([CH3:8])([CH3:7])[CH2:5][C:4]([O:9][S:28]([C:31]([F:34])([F:33])[F:32])(=[O:30])=[O:29])=[CH:3]1. The catalyst class is: 54. (6) Product: [C:1]([O:5][C:6]([CH2:8][C@H:9]([C@H:11]([CH2:13][OH:14])[OH:12])[OH:10])=[O:7])([CH3:4])([CH3:3])[CH3:2]. Reactant: [C:1]([O:5][C:6]([CH2:8][C@:9](C(=O)C1C=CC=CC=1)([C@:11](C(=O)C1C=CC=CC=1)([CH2:13][OH:14])[OH:12])[OH:10])=[O:7])([CH3:4])([CH3:3])[CH3:2].CO.C[O-].[Na+].[Cl-].[NH4+]. The catalyst class is: 5.